Dataset: Forward reaction prediction with 1.9M reactions from USPTO patents (1976-2016). Task: Predict the product of the given reaction. (1) Given the reactants [F:1][C:2]1[CH:7]=[CH:6][CH:5]=[C:4]([F:8])[C:3]=1[N:9]1[CH2:13][CH2:12][C:11]([NH:14][C:15](=[O:17])[CH3:16])=[N:10]1.ClC1C(=O)C(C#N)=C(C#N)C(=O)C=1Cl, predict the reaction product. The product is: [F:1][C:2]1[CH:7]=[CH:6][CH:5]=[C:4]([F:8])[C:3]=1[N:9]1[CH:13]=[CH:12][C:11]([NH:14][C:15](=[O:17])[CH3:16])=[N:10]1. (2) Given the reactants CC1C=CC(C([O:8][CH:9]2[C:18]3[C:13](=[CH:14][C:15]([Cl:19])=[CH:16][CH:17]=3)[N:12]=[C:11]([CH:20]([N:26]([CH2:36][CH2:37][CH2:38][NH:39][C:40]([O:42][C:43]([CH3:46])([CH3:45])[CH3:44])=[O:41])[C:27](=[O:35])[C:28]3[CH:33]=[CH:32][C:31]([CH3:34])=[CH:30][CH:29]=3)[C:21]([N:23]([CH3:25])[CH3:24])=[O:22])[NH:10]2)=O)=CC=1.O1CCCC1.[OH-].[Li+].Cl, predict the reaction product. The product is: [Cl:19][C:15]1[CH:14]=[C:13]2[C:18]([C:9](=[O:8])[NH:10][C:11]([CH:20]([N:26]([C:27](=[O:35])[C:28]3[CH:33]=[CH:32][C:31]([CH3:34])=[CH:30][CH:29]=3)[CH2:36][CH2:37][CH2:38][NH:39][C:40](=[O:41])[O:42][C:43]([CH3:46])([CH3:44])[CH3:45])[C:21]([N:23]([CH3:25])[CH3:24])=[O:22])=[N:12]2)=[CH:17][CH:16]=1. (3) Given the reactants [Br:1][C:2]1[CH:11]=[CH:10][CH:9]=[C:8]2[C:3]=1[CH:4]=[CH:5][C:6](=[O:15])[N:7]2[CH2:12][CH:13]=O.[O:16]1[C:21]2[CH:22]=[CH:23][C:24]([CH2:26][N:27]([CH:35]3[CH2:40][CH2:39][NH:38][CH2:37][CH2:36]3)[C:28](=[O:34])[O:29][C:30]([CH3:33])([CH3:32])[CH3:31])=[CH:25][C:20]=2[O:19][CH2:18][CH2:17]1.C(O[BH-](OC(=O)C)OC(=O)C)(=O)C.[Na+].C(=O)([O-])O.[Na+], predict the reaction product. The product is: [O:16]1[C:21]2[CH:22]=[CH:23][C:24]([CH2:26][N:27]([CH:35]3[CH2:40][CH2:39][N:38]([CH2:13][CH2:12][N:7]4[C:8]5[C:3](=[C:2]([Br:1])[CH:11]=[CH:10][CH:9]=5)[CH:4]=[CH:5][C:6]4=[O:15])[CH2:37][CH2:36]3)[C:28](=[O:34])[O:29][C:30]([CH3:33])([CH3:31])[CH3:32])=[CH:25][C:20]=2[O:19][CH2:18][CH2:17]1. (4) Given the reactants Cl[C:2]1[C:3]2[C:4](=[CH:13][N:14](CC3C=CC(OC)=CC=3)[N:15]=2)[N:5]=[C:6]([C:8]2[N:9]=[CH:10][S:11][CH:12]=2)[N:7]=1.[NH2:25][C:26]1[CH:31]=[CH:30][C:29]([N:32]2[CH2:37][CH2:36][N:35]([C:38](=[O:40])[CH3:39])[CH2:34][CH2:33]2)=[CH:28][CH:27]=1.Cl, predict the reaction product. The product is: [S:11]1[CH:12]=[C:8]([C:6]2[N:7]=[C:2]([NH:25][C:26]3[CH:27]=[CH:28][C:29]([N:32]4[CH2:33][CH2:34][N:35]([C:38](=[O:40])[CH3:39])[CH2:36][CH2:37]4)=[CH:30][CH:31]=3)[C:3]3[NH:15][N:14]=[CH:13][C:4]=3[N:5]=2)[N:9]=[CH:10]1. (5) Given the reactants [CH2:1]([CH:3]([O:6][C:7]1[CH:12]=[C:11]([CH3:13])[N:10]=[C:9]2[N:14]([C:18]3[C:23]([CH3:24])=[CH:22][C:21]([CH3:25])=[CH:20][C:19]=3[CH3:26])[C:15](=[O:17])[NH:16][C:8]=12)[CH2:4][CH3:5])[CH3:2].[CH3:27][Si]([N-][Si](C)(C)C)(C)C.[Li+], predict the reaction product. The product is: [CH2:1]([CH:3]([O:6][C:7]1[CH:12]=[C:11]([CH3:13])[N:10]=[C:9]2[N:14]([C:18]3[C:19]([CH3:26])=[CH:20][C:21]([CH3:25])=[CH:22][C:23]=3[CH3:24])[C:15](=[O:17])[N:16]([CH3:27])[C:8]=12)[CH2:4][CH3:5])[CH3:2]. (6) Given the reactants [Cl:1][C:2]1[C:3]([N:8]2[C:12]([C:13]3[O:26][C:25](=[O:27])[C:24]4[C:15](=[C:16]([CH3:32])[C:17]5[C:22]([CH:23]=4)=[N:21][C:20]([C:28]([F:31])([F:30])[F:29])=[CH:19][CH:18]=5)[N:14]=3)=[CH:11][C:10]([C:33]([F:36])([F:35])[F:34])=[N:9]2)=[N:4][CH:5]=[CH:6][CH:7]=1.[CH3:37][NH2:38].CCCCCC.C(OCC)(=O)C, predict the reaction product. The product is: [CH3:37][NH:38][C:25]([C:24]1[CH:23]=[C:22]2[C:17]([CH:18]=[CH:19][C:20]([C:28]([F:29])([F:30])[F:31])=[N:21]2)=[C:16]([CH3:32])[C:15]=1[NH:14][C:13]([C:12]1[N:8]([C:3]2[C:2]([Cl:1])=[CH:7][CH:6]=[CH:5][N:4]=2)[N:9]=[C:10]([C:33]([F:34])([F:36])[F:35])[CH:11]=1)=[O:26])=[O:27]. (7) Given the reactants [C:1]([O:10]C)(=O)[C:2]1[C:3](=[CH:5][CH:6]=[CH:7][CH:8]=1)[SH:4].[CH2:12]([N:19]([C:21]1[CH:22]=[C:23]([CH:26]=[CH:27][N:28]=1)[C:24]#[N:25])[CH3:20])[C:13]1[CH:18]=[CH:17][CH:16]=[CH:15][CH:14]=1.C(N(CC)CC)C, predict the reaction product. The product is: [CH2:12]([N:19]([C:21]1[CH:22]=[C:23]([C:24]2[S:4][C:3]3[CH:5]=[CH:6][CH:7]=[CH:8][C:2]=3[C:1](=[O:10])[N:25]=2)[CH:26]=[CH:27][N:28]=1)[CH3:20])[C:13]1[CH:14]=[CH:15][CH:16]=[CH:17][CH:18]=1. (8) The product is: [Cl:11][C:12]1[CH:13]=[C:14]([C:15]([N:1]2[CH2:6][CH2:5][O:4][C:3]3[CH:7]=[N:8][CH:9]=[CH:10][C:2]2=3)=[O:16])[CH:18]=[C:19]([N+:23]([O-:25])=[O:24])[C:20]=1[O:21][CH3:22]. Given the reactants [NH:1]1[CH2:6][CH2:5][O:4][C:3]2[CH:7]=[N:8][CH:9]=[CH:10][C:2]1=2.[Cl:11][C:12]1[CH:13]=[C:14]([CH:18]=[C:19]([N+:23]([O-:25])=[O:24])[C:20]=1[O:21][CH3:22])[C:15](Cl)=[O:16].C(N(CC)CC)C.Cl, predict the reaction product. (9) The product is: [CH2:25]([N:1]1[CH2:6][CH2:5][CH2:4][CH:3]([C:7]2[CH:12]=[CH:11][C:10]([C:13]3[O:14][C:15]4[C:21]([C:22]([NH2:24])=[O:23])=[CH:20][CH:19]=[CH:18][C:16]=4[N:17]=3)=[CH:9][CH:8]=2)[CH2:2]1)[CH2:26][CH3:27]. Given the reactants [NH:1]1[CH2:6][CH2:5][CH2:4][CH:3]([C:7]2[CH:12]=[CH:11][C:10]([C:13]3[O:14][C:15]4[C:21]([C:22]([NH2:24])=[O:23])=[CH:20][CH:19]=[CH:18][C:16]=4[N:17]=3)=[CH:9][CH:8]=2)[CH2:2]1.[CH:25](=O)[CH2:26][CH3:27].[BH4-].[Na+], predict the reaction product.